This data is from Catalyst prediction with 721,799 reactions and 888 catalyst types from USPTO. The task is: Predict which catalyst facilitates the given reaction. (1) Reactant: Br[C:2]1[CH:27]=[CH:26][C:5]2[N:6]([CH:19]([CH2:24][CH3:25])[C:20]([O:22][CH3:23])=[O:21])[C:7](=[N:9][C:10](=[O:18])[C:11]3[CH:16]=[CH:15][C:14]([CH3:17])=[CH:13][CH:12]=3)[S:8][C:4]=2[CH:3]=1.[F:28][C:29]1[CH:35]=[CH:34][C:32]([NH2:33])=[CH:31][CH:30]=1.CC1(C)C2C(=C(P(C3C=CC=CC=3)C3C=CC=CC=3)C=CC=2)OC2C(P(C3C=CC=CC=3)C3C=CC=CC=3)=CC=CC1=2.C(=O)([O-])[O-].[Cs+].[Cs+]. Product: [F:28][C:29]1[CH:35]=[CH:34][C:32]([NH:33][C:2]2[CH:27]=[CH:26][C:5]3[N:6]([CH:19]([CH2:24][CH3:25])[C:20]([O:22][CH3:23])=[O:21])[C:7](=[N:9][C:10](=[O:18])[C:11]4[CH:16]=[CH:15][C:14]([CH3:17])=[CH:13][CH:12]=4)[S:8][C:4]=3[CH:3]=2)=[CH:31][CH:30]=1. The catalyst class is: 160. (2) Reactant: [NH2:1][C:2]1[CH:7]=[C:6]([C:8]([F:11])([F:10])[F:9])[CH:5]=[CH:4][C:3]=1[C:12]1[N:17]=[CH:16][N:15]=[C:14]([O:18][C:19]2[C:24]3[N:25]=[C:26]([NH:28][C:29](=[O:31])[CH3:30])[S:27][C:23]=3[CH:22]=[CH:21][CH:20]=2)[CH:13]=1.[CH:32]1([CH:38]=O)[CH2:37][CH2:36][CH2:35][CH2:34][CH2:33]1.C(O[BH-](OC(=O)C)OC(=O)C)(=O)C.[Na+].O. Product: [CH:32]1([CH2:38][NH:1][C:2]2[CH:7]=[C:6]([C:8]([F:11])([F:9])[F:10])[CH:5]=[CH:4][C:3]=2[C:12]2[N:17]=[CH:16][N:15]=[C:14]([O:18][C:19]3[C:24]4[N:25]=[C:26]([NH:28][C:29](=[O:31])[CH3:30])[S:27][C:23]=4[CH:22]=[CH:21][CH:20]=3)[CH:13]=2)[CH2:37][CH2:36][CH2:35][CH2:34][CH2:33]1. The catalyst class is: 26. (3) Reactant: [CH3:1][O:2][C:3]([C:5]1[CH:6]=[N:7][C:8]([O:12][CH2:13][C:14]([F:17])([F:16])[F:15])=[C:9](Br)[CH:10]=1)=[O:4].[Cl:18][C:19]1[CH:24]=[CH:23][C:22](B(O)O)=[CH:21][C:20]=1[CH3:28].C([O-])([O-])=O.[Na+].[Na+].C(OCC)(=O)C.CCCCCCC. Product: [Cl:18][C:19]1[CH:24]=[CH:23][C:22]([C:9]2[C:8]([O:12][CH2:13][C:14]([F:17])([F:16])[F:15])=[N:7][CH:6]=[C:5]([CH:10]=2)[C:3]([O:2][CH3:1])=[O:4])=[CH:21][C:20]=1[CH3:28]. The catalyst class is: 58. (4) The catalyst class is: 5. Reactant: [OH-].[Na+].[CH3:3][CH:4]([CH3:17])[CH2:5][N:6]1[CH:11]=[CH:10][C:9]([C:12]([O:14]C)=[O:13])=[CH:8][C:7]1=[O:16]. Product: [CH3:3][CH:4]([CH3:17])[CH2:5][N:6]1[CH:11]=[CH:10][C:9]([C:12]([OH:14])=[O:13])=[CH:8][C:7]1=[O:16]. (5) Reactant: [OH:1][CH2:2][C:3]1[N:4]=[C:5]([C:8]2[N:9]([CH3:17])[C:10]([C:13]([OH:16])([CH3:15])[CH3:14])=[N:11][N:12]=2)[S:6][CH:7]=1.CC1(C)N([O])C(C)(C)CCC1.C(O)(=[O:31])C.C(O)(=O)C.IC1C=CC=CC=1.C([O-])([O-])=O.[Na+].[Na+]. Product: [OH:16][C:13]([C:10]1[N:9]([CH3:17])[C:8]([C:5]2[S:6][CH:7]=[C:3]([C:2]([OH:31])=[O:1])[N:4]=2)=[N:12][N:11]=1)([CH3:14])[CH3:15]. The catalyst class is: 47. (6) Reactant: [C:1]([O:5][C@@H:6]([C:12]1[C:13]([CH3:45])=[N:14][C:15]2[N:16]([N:30]=[C:31]([C:33](=[O:44])[NH:34][CH2:35][C:36]3[CH:41]=[CH:40][C:39]([F:42])=[C:38]([CH3:43])[CH:37]=3)[CH:32]=2)[C:17]=1[C:18]1[C:19]([CH3:29])=[C:20]2[C:25](=[C:26]([F:28])[CH:27]=1)[O:24][CH2:23][CH2:22][CH2:21]2)[C:7]([O:9][CH2:10][CH3:11])=[O:8])([CH3:4])([CH3:3])[CH3:2].C1C(=O)N([Cl:53])C(=O)C1. Product: [C:1]([O:5][C@@H:6]([C:12]1[C:13]([CH3:45])=[N:14][C:15]2[N:16]([N:30]=[C:31]([C:33](=[O:44])[NH:34][CH2:35][C:36]3[CH:41]=[CH:40][C:39]([F:42])=[C:38]([CH3:43])[CH:37]=3)[C:32]=2[Cl:53])[C:17]=1[C:18]1[C:19]([CH3:29])=[C:20]2[C:25](=[C:26]([F:28])[CH:27]=1)[O:24][CH2:23][CH2:22][CH2:21]2)[C:7]([O:9][CH2:10][CH3:11])=[O:8])([CH3:4])([CH3:3])[CH3:2]. The catalyst class is: 699.